Dataset: Full USPTO retrosynthesis dataset with 1.9M reactions from patents (1976-2016). Task: Predict the reactants needed to synthesize the given product. (1) Given the product [NH:2]1[C:6]2[CH:7]=[CH:8][C:9]([C:11]3[N:16]=[C:15]4[N:17]([CH2:21][CH:22]5[CH2:27][CH2:26][O:25][CH2:24][CH2:23]5)[C:18](=[O:20])[NH:19][C:14]4=[N:13][CH:12]=3)=[CH:10][C:5]=2[N:4]=[CH:3]1, predict the reactants needed to synthesize it. The reactants are: Cl.[NH:2]1[C:6]2[CH:7]=[CH:8][C:9]([C:11]3[N:16]=[C:15]4[N:17]([CH2:21][CH:22]5[CH2:27][CH2:26][O:25][CH2:24][CH2:23]5)[C:18](=[O:20])[NH:19][C:14]4=[N:13][CH:12]=3)=[CH:10][C:5]=2[N:4]=[CH:3]1.C[Sn](C)(C)C1C=CC2NC(C(OC(C)(C)C)=O)=NC=2C=1.BrC1N=C2N(CC3CCOCC3)C(=O)NC2=NC=1. (2) Given the product [CH3:28][O:29][CH2:30][CH2:31][N:32]1[CH:36]=[C:35]([C:2]2[CH:7]=[CH:6][C:5]([N:8]([CH3:27])[C:9]([N:11]3[CH2:16][CH2:15][CH:14]([C:17](=[O:26])[C:18]4[CH:19]=[CH:20][C:21]([O:24][CH3:25])=[CH:22][CH:23]=4)[CH2:13][CH2:12]3)=[O:10])=[CH:4][CH:3]=2)[CH:34]=[N:33]1, predict the reactants needed to synthesize it. The reactants are: Br[C:2]1[CH:7]=[CH:6][C:5]([N:8]([CH3:27])[C:9]([N:11]2[CH2:16][CH2:15][CH:14]([C:17](=[O:26])[C:18]3[CH:23]=[CH:22][C:21]([O:24][CH3:25])=[CH:20][CH:19]=3)[CH2:13][CH2:12]2)=[O:10])=[CH:4][CH:3]=1.[CH3:28][O:29][CH2:30][CH2:31][N:32]1[CH:36]=[C:35](B2OC(C)(C)C(C)(C)O2)[CH:34]=[N:33]1.C(=O)([O-])[O-].[Cs+].[Cs+].ClCCl. (3) Given the product [C:3]([C@H:7]1[CH2:12][CH2:11][C@H:10]([O:13][C:14]2[CH:23]=[C:22]([C:24]([F:26])([F:27])[F:25])[C:21]3[C:16](=[CH:17][CH:18]=[CH:19][CH:20]=3)[C:15]=2[CH2:28][N:29]2[CH2:34][CH2:33][CH:32]([C:35]([OH:37])=[O:36])[CH2:31][CH2:30]2)[CH2:9][CH2:8]1)([CH3:6])([CH3:4])[CH3:5], predict the reactants needed to synthesize it. The reactants are: [OH-].[Na+].[C:3]([C@H:7]1[CH2:12][CH2:11][C@H:10]([O:13][C:14]2[CH:23]=[C:22]([C:24]([F:27])([F:26])[F:25])[C:21]3[C:16](=[CH:17][CH:18]=[CH:19][CH:20]=3)[C:15]=2[CH2:28][N:29]2[CH2:34][CH2:33][CH:32]([C:35]([O:37]CC)=[O:36])[CH2:31][CH2:30]2)[CH2:9][CH2:8]1)([CH3:6])([CH3:5])[CH3:4]. (4) The reactants are: ClCCl.Cl[C:5]1[N:10]=[C:9]([C:11]([N:13]2[CH2:18][CH2:17][N:16]([C:19]([O:21][C:22]([CH3:25])([CH3:24])[CH3:23])=[O:20])[CH2:15][CH:14]2[CH2:26][O:27][C:28]2[CH:29]=[N:30][CH:31]=[CH:32][CH:33]=2)=[O:12])[CH:8]=[CH:7][CH:6]=1.[C:34]1(B(O)O)[CH:39]=[CH:38][CH:37]=[CH:36][CH:35]=1.C(=O)([O-])[O-].[Na+].[Na+]. Given the product [C:34]1([C:5]2[N:10]=[C:9]([C:11]([N:13]3[CH2:18][CH2:17][N:16]([C:19]([O:21][C:22]([CH3:25])([CH3:24])[CH3:23])=[O:20])[CH2:15][CH:14]3[CH2:26][O:27][C:28]3[CH:29]=[N:30][CH:31]=[CH:32][CH:33]=3)=[O:12])[CH:8]=[CH:7][CH:6]=2)[CH:39]=[CH:38][CH:37]=[CH:36][CH:35]=1, predict the reactants needed to synthesize it.